Task: Predict which catalyst facilitates the given reaction.. Dataset: Catalyst prediction with 721,799 reactions and 888 catalyst types from USPTO (1) Reactant: [CH2:1]([N:8]1[CH2:13][CH2:12][CH2:11][CH2:10][C:9]1=O)[C:2]1[CH:7]=[CH:6][CH:5]=[CH:4][CH:3]=1.[NH:15]1[CH2:20][CH2:19][O:18][CH2:17][CH2:16]1.C(OC(=O)C)(C)C.[ClH:28]. Product: [ClH:28].[ClH:28].[C:2]1([CH2:1][N:8]2[CH2:13][CH2:12][CH:11]([N:15]3[CH2:20][CH2:19][O:18][CH2:17][CH2:16]3)[CH2:10][CH2:9]2)[CH:7]=[CH:6][CH:5]=[CH:4][CH:3]=1. The catalyst class is: 6. (2) Reactant: [C:1]([C:4]1[C:13]2[C:8](=[CH:9][CH:10]=[CH:11][CH:12]=2)[CH:7]=[N:6][C:5]=1[N:14]([CH2:27][C:28]1[CH:33]=[CH:32][C:31]([O:34][C:35]([F:38])([F:37])[F:36])=[CH:30][CH:29]=1)[S:15]([C:18]1[CH:26]=[CH:25][C:21]([C:22]([OH:24])=[O:23])=[CH:20][CH:19]=1)(=[O:17])=[O:16])(=[O:3])[CH3:2].[BH4-].[Na+].Cl. Product: [OH:3][CH:1]([C:4]1[C:13]2[C:8](=[CH:9][CH:10]=[CH:11][CH:12]=2)[CH:7]=[N:6][C:5]=1[N:14]([CH2:27][C:28]1[CH:29]=[CH:30][C:31]([O:34][C:35]([F:38])([F:37])[F:36])=[CH:32][CH:33]=1)[S:15]([C:18]1[CH:26]=[CH:25][C:21]([C:22]([OH:24])=[O:23])=[CH:20][CH:19]=1)(=[O:17])=[O:16])[CH3:2]. The catalyst class is: 8.